This data is from NCI-60 drug combinations with 297,098 pairs across 59 cell lines. The task is: Regression. Given two drug SMILES strings and cell line genomic features, predict the synergy score measuring deviation from expected non-interaction effect. (1) Drug 1: CC1=C(C(=CC=C1)Cl)NC(=O)C2=CN=C(S2)NC3=CC(=NC(=N3)C)N4CCN(CC4)CCO. Drug 2: CC(C)CN1C=NC2=C1C3=CC=CC=C3N=C2N. Cell line: RXF 393. Synergy scores: CSS=16.0, Synergy_ZIP=-0.767, Synergy_Bliss=1.29, Synergy_Loewe=-3.55, Synergy_HSA=0.322. (2) Synergy scores: CSS=18.8, Synergy_ZIP=-4.46, Synergy_Bliss=2.52, Synergy_Loewe=-10.4, Synergy_HSA=2.04. Drug 1: CN(C)N=NC1=C(NC=N1)C(=O)N. Drug 2: CC1=C(C(=CC=C1)Cl)NC(=O)C2=CN=C(S2)NC3=CC(=NC(=N3)C)N4CCN(CC4)CCO. Cell line: NCI-H226. (3) Drug 1: CN1CCC(CC1)COC2=C(C=C3C(=C2)N=CN=C3NC4=C(C=C(C=C4)Br)F)OC. Drug 2: CC1=C(C=C(C=C1)NC2=NC=CC(=N2)N(C)C3=CC4=NN(C(=C4C=C3)C)C)S(=O)(=O)N.Cl. Cell line: SNB-19. Synergy scores: CSS=5.19, Synergy_ZIP=2.01, Synergy_Bliss=2.11, Synergy_Loewe=-3.25, Synergy_HSA=0.417. (4) Drug 1: CNC(=O)C1=NC=CC(=C1)OC2=CC=C(C=C2)NC(=O)NC3=CC(=C(C=C3)Cl)C(F)(F)F. Drug 2: CCCCC(=O)OCC(=O)C1(CC(C2=C(C1)C(=C3C(=C2O)C(=O)C4=C(C3=O)C=CC=C4OC)O)OC5CC(C(C(O5)C)O)NC(=O)C(F)(F)F)O. Cell line: MOLT-4. Synergy scores: CSS=8.03, Synergy_ZIP=-4.65, Synergy_Bliss=-9.58, Synergy_Loewe=-38.0, Synergy_HSA=-10.4. (5) Drug 1: CCCS(=O)(=O)NC1=C(C(=C(C=C1)F)C(=O)C2=CNC3=C2C=C(C=N3)C4=CC=C(C=C4)Cl)F. Drug 2: C1CN(CCN1C(=O)CCBr)C(=O)CCBr. Cell line: NCI-H322M. Synergy scores: CSS=-5.20, Synergy_ZIP=4.23, Synergy_Bliss=3.85, Synergy_Loewe=-2.11, Synergy_HSA=-2.39. (6) Drug 2: C#CCC(CC1=CN=C2C(=N1)C(=NC(=N2)N)N)C3=CC=C(C=C3)C(=O)NC(CCC(=O)O)C(=O)O. Cell line: NCI-H522. Synergy scores: CSS=62.6, Synergy_ZIP=3.53, Synergy_Bliss=0.456, Synergy_Loewe=-29.8, Synergy_HSA=-1.06. Drug 1: C1=NC2=C(N=C(N=C2N1C3C(C(C(O3)CO)O)F)Cl)N.